Dataset: Forward reaction prediction with 1.9M reactions from USPTO patents (1976-2016). Task: Predict the product of the given reaction. The product is: [CH2:28]([O:30][CH2:31][CH2:32][C:33]1[N:36]=[C:25]([CH:11]2[CH2:12][CH:13]([C:15]3[CH:20]=[CH:19][C:18]([C:21]([F:22])([F:23])[F:24])=[CH:17][CH:16]=3)[CH2:14][N:9]([C:7]([N:1]3[CH2:6][CH2:5][S:4][CH2:3][CH2:2]3)=[O:8])[CH2:10]2)[O:27][N:34]=1)[CH3:29]. Given the reactants [N:1]1([C:7]([N:9]2[CH2:14][CH:13]([C:15]3[CH:20]=[CH:19][C:18]([C:21]([F:24])([F:23])[F:22])=[CH:17][CH:16]=3)[CH2:12][CH:11]([C:25]([OH:27])=O)[CH2:10]2)=[O:8])[CH2:6][CH2:5][S:4][CH2:3][CH2:2]1.[CH2:28]([O:30][CH2:31][CH2:32][C:33](=[NH:36])[NH:34]O)[CH3:29], predict the reaction product.